This data is from Reaction yield outcomes from USPTO patents with 853,638 reactions. The task is: Predict the reaction yield, written as a fraction of the theoretical maximum amount of product (1.0 means a 100% yield; for example, 0.34 means a 34% yield). (1) The reactants are [Cl:1][C:2]1[N:7]=[CH:6][C:5]([CH2:8][NH:9][C:10](=O)[C:11]2[CH:16]=[CH:15][C:14](/[CH:17]=[CH:18]/[CH:19]([C:24]3[CH:29]=[C:28]([Cl:30])[CH:27]=[C:26]([Cl:31])[CH:25]=3)[C:20]([F:23])([F:22])[F:21])=[CH:13][C:12]=2[CH3:32])=[CH:4][CH:3]=1.COC1C=CC(P2(SP(C3C=CC(OC)=CC=3)(=S)S2)=[S:43])=CC=1. The catalyst is C1(C)C=CC=CC=1. The product is [Cl:1][C:2]1[N:7]=[CH:6][C:5]([CH2:8][NH:9][C:10](=[S:43])[C:11]2[CH:16]=[CH:15][C:14](/[CH:17]=[CH:18]/[CH:19]([C:24]3[CH:29]=[C:28]([Cl:30])[CH:27]=[C:26]([Cl:31])[CH:25]=3)[C:20]([F:23])([F:22])[F:21])=[CH:13][C:12]=2[CH3:32])=[CH:4][CH:3]=1. The yield is 0.490. (2) The reactants are O1CCCCC1[N:7]1[C:15]2[C:10](=[CH:11][C:12]([C:16]3[N:20]=[CH:19][N:18](C(C4C=CC=CC=4)(C4C=CC=CC=4)C4C=CC=CC=4)[N:17]=3)=[CH:13][CH:14]=2)[C:9]([C:40]2[CH:41]=[C:42]([C:46]([NH:48][CH2:49][C:50]3[CH:51]=[N:52][CH:53]=[CH:54][CH:55]=3)=[O:47])[CH:43]=[CH:44][CH:45]=2)=[N:8]1.Cl.C(=O)(O)[O-].[Na+]. The catalyst is O1CCOCC1. The yield is 0.170. The product is [NH:17]1[C:16]([C:12]2[CH:11]=[C:10]3[C:15](=[CH:14][CH:13]=2)[NH:7][N:8]=[C:9]3[C:40]2[CH:41]=[C:42]([C:46]([NH:48][CH2:49][C:50]3[CH:51]=[N:52][CH:53]=[CH:54][CH:55]=3)=[O:47])[CH:43]=[CH:44][CH:45]=2)=[N:20][CH:19]=[N:18]1. (3) The reactants are [C:1]([O:5][C:6]([N:8]1[CH2:12][CH2:11][CH2:10][CH:9]1[C:13]([OH:15])=[O:14])=[O:7])([CH3:4])([CH3:3])[CH3:2].C(N(CC)CC)C.Br[CH2:24][C:25]([C:27]1[CH:36]=[CH:35][C:34]2[C:29](=[CH:30][CH:31]=[C:32]([Br:37])[CH:33]=2)[CH:28]=1)=[O:26]. The catalyst is C(#N)C. The product is [C:1]([O:5][C:6]([N:8]1[CH2:12][CH2:11][CH2:10][CH:9]1[C:13]([O:15][CH2:24][C:25]([C:27]1[CH:36]=[CH:35][C:34]2[C:29](=[CH:30][CH:31]=[C:32]([Br:37])[CH:33]=2)[CH:28]=1)=[O:26])=[O:14])=[O:7])([CH3:4])([CH3:2])[CH3:3]. The yield is 0.840. (4) The reactants are [CH2:1]([N:3]1[C:15]2[CH:14]=[CH:13][C:12]([CH2:16][NH:17][C:18](=[O:29])[CH:19]([NH:21]C(=O)OC(C)(C)C)[CH3:20])=[CH:11][C:10]=2[C:9]2[C:4]1=[CH:5][CH:6]=[CH:7][CH:8]=2)[CH3:2].C(O)(C(F)(F)F)=O. The yield is 1.00. The product is [NH2:21][CH:19]([CH3:20])[C:18]([NH:17][CH2:16][C:12]1[CH:13]=[CH:14][C:15]2[N:3]([CH2:1][CH3:2])[C:4]3[C:9]([C:10]=2[CH:11]=1)=[CH:8][CH:7]=[CH:6][CH:5]=3)=[O:29]. No catalyst specified. (5) The reactants are BrCC([C:5]1[CH:6]=[C:7]([C:23]([NH:25][CH2:26][C:27]2[CH:32]=[CH:31][C:30]([S:33]([CH3:36])(=[O:35])=[O:34])=[CH:29][CH:28]=2)=[O:24])[C:8](=[O:22])[N:9]([C:12]2[CH:17]=[CH:16][CH:15]=[C:14]([C:18]([F:21])([F:20])[F:19])[CH:13]=2)[C:10]=1[CH3:11])=O.[C:37]([NH2:40])(=[O:39])[CH3:38].[C:41]1(C)C(C)=CC=C[CH:46]=1.OS(O)(=O)=O. The catalyst is O.CC#N. The product is [CH3:11][C:10]1[N:9]([C:12]2[CH:17]=[CH:16][CH:15]=[C:14]([C:18]([F:21])([F:19])[F:20])[CH:13]=2)[C:8](=[O:22])[C:7]([C:23]([NH:25][CH2:26][C:27]2[CH:28]=[CH:29][C:30]([S:33]([CH3:36])(=[O:34])=[O:35])=[CH:31][CH:32]=2)=[O:24])=[CH:6][C:5]=1[C:41]1[N:40]=[C:37]([CH3:38])[O:39][CH:46]=1. The yield is 0.450.